Task: Predict the reactants needed to synthesize the given product.. Dataset: Full USPTO retrosynthesis dataset with 1.9M reactions from patents (1976-2016) (1) The reactants are: C([O:14][C:15]([C:17]1([O:20]/[N:21]=[C:22](/[C:72]2[N:73]=[C:74]([NH:77]C(OC(C)(C)C)=O)[S:75][CH:76]=2)\[C:23]([NH:25][C@@H:26]2[C:29](=[O:30])[N:28]([S:31]([OH:34])(=[O:33])=[O:32])[C@@H:27]2[CH2:35][N:36]2[N:40]=[C:39]([CH2:41][N:42]([CH3:71])[C:43](=[N:63]C(OC(C)(C)C)=O)[N:44](C(OC(C)(C)C)=O)[CH2:45][CH2:46][CH2:47][NH:48]C(=O)OC(C)(C)C)[CH:38]=[N:37]2)=[O:24])[CH2:19][CH2:18]1)=[O:16])(C1C=CC=CC=1)C1C=CC=CC=1.C(O)(C(F)(F)F)=O. Given the product [NH2:48][CH2:47][CH2:46][CH2:45][NH:44][C:43](=[NH:63])[N:42]([CH2:41][C:39]1[CH:38]=[N:37][N:36]([CH2:35][C@@H:27]2[C@H:26]([NH:25][C:23](=[O:24])/[C:22](=[N:21]\[O:20][C:17]3([C:15]([OH:16])=[O:14])[CH2:19][CH2:18]3)/[C:72]3[N:73]=[C:74]([NH2:77])[S:75][CH:76]=3)[C:29](=[O:30])[N:28]2[S:31]([OH:34])(=[O:32])=[O:33])[N:40]=1)[CH3:71], predict the reactants needed to synthesize it. (2) Given the product [CH2:1]([O:3][C:4]1[CH:12]=[CH:11][CH:10]=[CH:9][C:5]=1[C:6]([Cl:16])=[O:7])[CH3:2], predict the reactants needed to synthesize it. The reactants are: [CH2:1]([O:3][C:4]1[CH:12]=[CH:11][CH:10]=[CH:9][C:5]=1[C:6](O)=[O:7])[CH3:2].C(Cl)(=O)C([Cl:16])=O. (3) Given the product [C:1]([C:5]1[CH:6]=[N:7][N:8]([C:38]([O:37][C:33]([CH3:36])([CH3:35])[CH3:34])=[O:39])[CH:9]=1)([CH3:4])([CH3:3])[CH3:2], predict the reactants needed to synthesize it. The reactants are: [C:1]([C:5]1[CH:6]=[N:7][NH:8][CH:9]=1)([CH3:4])([CH3:3])[CH3:2].C(N1C=C(C(C)(C)C)C=N1)(C)(C)C.[Li+].C[Si]([N-][Si](C)(C)C)(C)C.[C:33]([O:37][C:38](O[C:38]([O:37][C:33]([CH3:36])([CH3:35])[CH3:34])=[O:39])=[O:39])([CH3:36])([CH3:35])[CH3:34]. (4) Given the product [C:3]([OH:2])(=[O:32])/[CH:11]=[CH:10]/[C:12]([OH:14])=[O:15].[CH3:1][O:2][C:3]1[CH:11]=[CH:10][C:9]2[CH:20]([C:21]3[CH:26]=[CH:25][CH:24]=[CH:23][CH:22]=3)[CH2:19][CH2:18][N:29]([CH3:28])[CH2:6][C:5]=2[CH:4]=1, predict the reactants needed to synthesize it. The reactants are: [CH3:1][O:2][C:3]1[CH:4]=[C:5]([CH:9]=[CH:10][CH:11]=1)[CH2:6]CN.[C:12](=[O:15])([O-:14])[O-].[Cs+].[Cs+].[CH2:18](Br)[CH:19]=[CH:20][C:21]1[CH:26]=[CH:25][CH:24]=[CH:23][CH:22]=1.[CH3:28][N:29](C=[O:32])C. (5) Given the product [ClH:50].[NH2:1][C:2]1[N:3]=[C:4]([C:29]2[C:30]([O:45][CH2:46][CH:47]3[CH2:49][CH2:48]3)=[CH:31][CH:32]=[CH:33][C:34]=2[OH:35])[CH:5]=[C:6]([CH:16]2[CH2:21][CH2:20][CH2:19][NH:18][CH2:17]2)[C:7]=1[CH2:8][S:9][C:10]1[CH:11]=[CH:12][CH:13]=[CH:14][CH:15]=1, predict the reactants needed to synthesize it. The reactants are: [NH2:1][C:2]1[C:7]([CH2:8][S:9][C:10]2[CH:15]=[CH:14][CH:13]=[CH:12][CH:11]=2)=[C:6]([CH:16]2[CH2:21][CH2:20][CH2:19][N:18](C(OC(C)(C)C)=O)[CH2:17]2)[CH:5]=[C:4]([C:29]2[C:34]([O:35]CC3C=CC(OC)=CC=3)=[CH:33][CH:32]=[CH:31][C:30]=2[O:45][CH2:46][CH:47]2[CH2:49][CH2:48]2)[N:3]=1.[ClH:50].